Dataset: Forward reaction prediction with 1.9M reactions from USPTO patents (1976-2016). Task: Predict the product of the given reaction. (1) The product is: [Cl:1][C:2]1[CH:3]=[C:4]2[C:8](=[CH:9][CH:10]=1)[NH:7][CH:6]=[C:5]2[CH2:11][CH2:12][NH:13][C:14](=[O:23])[C:15]1[CH:20]=[CH:19][C:18]([CH2:21][C:30]2[CH:29]=[CH:28][CH:27]=[C:26]([C:25]([F:36])([F:35])[F:24])[CH:31]=2)=[CH:17][CH:16]=1. Given the reactants [Cl:1][C:2]1[CH:3]=[C:4]2[C:8](=[CH:9][CH:10]=1)[NH:7][CH:6]=[C:5]2[CH2:11][CH2:12][NH:13][C:14](=[O:23])[C:15]1[CH:20]=[CH:19][C:18]([CH2:21]Cl)=[CH:17][CH:16]=1.[F:24][C:25]([F:36])([F:35])[C:26]1[CH:27]=[C:28](B(O)O)[CH:29]=[CH:30][CH:31]=1.C(=O)([O-])[O-].[Na+].[Na+].[I-].[Na+], predict the reaction product. (2) Given the reactants Cl[C:2]([O:4][CH2:5][C:6]1[CH:11]=[CH:10][CH:9]=[CH:8][CH:7]=1)=[O:3].[NH:12]1[CH2:16][CH2:15][C@@H:14]([OH:17])[CH2:13]1.C(N(CC)CC)C, predict the reaction product. The product is: [OH:17][C@@H:14]1[CH2:15][CH2:16][N:12]([C:2]([O:4][CH2:5][C:6]2[CH:11]=[CH:10][CH:9]=[CH:8][CH:7]=2)=[O:3])[CH2:13]1. (3) Given the reactants [O:1]1[CH:5]=[CH:4][CH:3]=[C:2]1[CH2:6][CH2:7][OH:8].[C:9]1([CH3:19])[CH:14]=[CH:13][C:12]([S:15](Cl)(=[O:17])=[O:16])=[CH:11][CH:10]=1, predict the reaction product. The product is: [O:1]1[CH:5]=[CH:4][CH:3]=[C:2]1[CH2:6][CH2:7][O:8][S:15]([C:12]1[CH:13]=[CH:14][C:9]([CH3:19])=[CH:10][CH:11]=1)(=[O:17])=[O:16]. (4) Given the reactants C[Mg]Br.[CH2:4](OCC)C.CON(C)[C:12]([CH:14]1[CH2:19][CH2:18][O:17][CH2:16][CH2:15]1)=[O:13], predict the reaction product. The product is: [O:17]1[CH2:16][CH2:15][CH:14]([C:12](=[O:13])[CH3:4])[CH2:19][CH2:18]1. (5) The product is: [NH2:18][C:12]1[C:11]([CH3:21])=[C:10]([NH:9][C:7](=[O:8])[CH2:6][CH:1]2[CH2:2][CH2:3][CH2:4][CH2:5]2)[C:15]([O:16][CH3:17])=[CH:14][CH:13]=1. Given the reactants [CH:1]1([CH2:6][C:7]([NH:9][C:10]2[C:15]([O:16][CH3:17])=[CH:14][CH:13]=[C:12]([N+:18]([O-])=O)[C:11]=2[CH3:21])=[O:8])[CH2:5][CH2:4][CH2:3][CH2:2]1, predict the reaction product. (6) Given the reactants [CH3:1][O:2][C:3](=[O:34])[CH:4]([C:20]1[CH:25]=[CH:24][C:23]([O:26][Si:27]([C:30]([CH3:33])([CH3:32])[CH3:31])([CH3:29])[CH3:28])=[CH:22][CH:21]=1)[NH:5][S:6]([C:9]1[CH:14]=[CH:13][C:12]([O:15][CH2:16][C:17]#[C:18][CH3:19])=[CH:11][CH:10]=1)(=[O:8])=[O:7].[H-].[Na+].I[CH3:38], predict the reaction product. The product is: [CH3:1][O:2][C:3](=[O:34])[CH:4]([C:20]1[CH:21]=[CH:22][C:23]([O:26][Si:27]([C:30]([CH3:33])([CH3:32])[CH3:31])([CH3:28])[CH3:29])=[CH:24][CH:25]=1)[N:5]([S:6]([C:9]1[CH:10]=[CH:11][C:12]([O:15][CH2:16][C:17]#[C:18][CH3:19])=[CH:13][CH:14]=1)(=[O:8])=[O:7])[CH3:38]. (7) Given the reactants Cl.Cl.[CH3:3][N:4]([CH3:9])[CH:5]1[CH2:8][NH:7][CH2:6]1.F[C:11]1[C:16]([N+:17]([O-:19])=[O:18])=[CH:15][C:14]([NH:20][C:21]2[N:26]=[C:25]([C:27]3[C:35]4[C:30](=[CH:31][CH:32]=[CH:33][CH:34]=4)[NH:29][CH:28]=3)[CH:24]=[CH:23][N:22]=2)=[C:13]([O:36][CH3:37])[CH:12]=1.CCN(C(C)C)C(C)C, predict the reaction product. The product is: [CH3:3][N:4]([CH3:9])[CH:5]1[CH2:8][N:7]([C:11]2[C:16]([N+:17]([O-:19])=[O:18])=[CH:15][C:14]([NH:20][C:21]3[N:26]=[C:25]([C:27]4[C:35]5[C:30](=[CH:31][CH:32]=[CH:33][CH:34]=5)[NH:29][CH:28]=4)[CH:24]=[CH:23][N:22]=3)=[C:13]([O:36][CH3:37])[CH:12]=2)[CH2:6]1.